Dataset: Full USPTO retrosynthesis dataset with 1.9M reactions from patents (1976-2016). Task: Predict the reactants needed to synthesize the given product. (1) Given the product [CH:11]([NH:1][C@H:2]([C:7]([OH:9])=[O:8])[CH2:3][CH:4]([CH3:6])[CH3:5])=[O:12], predict the reactants needed to synthesize it. The reactants are: [NH2:1][C@H:2]([C:7]([OH:9])=[O:8])[CH2:3][CH:4]([CH3:6])[CH3:5].N.[CH:11](N)=[O:12]. (2) Given the product [ClH:1].[CH2:7]1[O:37][C:36]2[CH:35]=[CH:34][C:11]([CH2:12][CH2:13][N:14]3[CH2:18][CH2:17][C@@H:16]([N:19]4[C:25]5[CH:26]=[CH:27][CH:28]=[CH:29][C:24]=5[CH2:23][O:22][C:21]5[CH:30]=[CH:31][CH:32]=[CH:33][C:20]4=5)[CH2:15]3)=[CH:10][C:9]=2[O:8]1, predict the reactants needed to synthesize it. The reactants are: [ClH:1].C(OCC)C.[CH2:7]1[O:37][C:36]2[CH:35]=[CH:34][C:11]([CH2:12][CH2:13][N:14]3[CH2:18][CH2:17][C@@H:16]([N:19]4[C:25]5[CH:26]=[CH:27][CH:28]=[CH:29][C:24]=5[CH2:23][O:22][C:21]5[CH:30]=[CH:31][CH:32]=[CH:33][C:20]4=5)[CH2:15]3)=[CH:10][C:9]=2[O:8]1. (3) Given the product [Si:22]([O:17][CH2:15][C@@H:13]1[CH2:14][C@H:12]1[C:10]([O:9][CH2:7][CH3:8])=[O:11])([C:18]([CH3:21])([CH3:20])[CH3:19])([C:29]1[CH:30]=[CH:31][CH:32]=[CH:33][CH:34]=1)[C:23]1[CH:28]=[CH:27][CH:26]=[CH:25][CH:24]=1, predict the reactants needed to synthesize it. The reactants are: B.C1COCC1.[CH2:7]([O:9][C:10]([C@@H:12]1[CH2:14][C@H:13]1[C:15]([OH:17])=O)=[O:11])[CH3:8].[C:18]([Si:22](Cl)([C:29]1[CH:34]=[CH:33][CH:32]=[CH:31][CH:30]=1)[C:23]1[CH:28]=[CH:27][CH:26]=[CH:25][CH:24]=1)([CH3:21])([CH3:20])[CH3:19].N1C=CN=C1. (4) Given the product [C:1]([O:4][CH2:9][CH2:10][CH:11]([CH3:13])[CH3:12])(=[O:3])[CH3:2], predict the reactants needed to synthesize it. The reactants are: [C:1]([O-:4])(=[O:3])[CH3:2].C(Cl)(=O)C.[CH2:9](O)[CH2:10][CH:11]([CH3:13])[CH3:12].N1C=CC=CC=1.Cl. (5) Given the product [OH:25][B:21]1[C:4]2[CH:5]=[C:6]([O:7][C:8]3[CH:9]=[CH:10][C:11]([C:12]([O:14][CH2:15][CH3:16])=[O:13])=[CH:17][CH:18]=3)[CH:19]=[CH:20][C:3]=2[CH2:23][O:22]1, predict the reactants needed to synthesize it. The reactants are: C([C:3]1[CH:20]=[CH:19][C:6]([O:7][C:8]2[CH:18]=[CH:17][C:11]([C:12]([O:14][CH2:15][CH3:16])=[O:13])=[CH:10][CH:9]=2)=[CH:5][C:4]=1[B:21]1[O:25]C(C)(C)[C:23](C)(C)[O:22]1)=O.[BH4-].[Na+].Cl. (6) Given the product [CH3:19][C@H:13]1[CH2:14][CH2:15][CH2:16][C@@H:17]([CH3:18])[N:12]1[C:10]1[N:6]2[CH:7]=[C:2]([F:1])[CH:3]=[CH:4][C:5]2=[N:8][N:9]=1, predict the reactants needed to synthesize it. The reactants are: [F:1][C:2]1[CH:3]=[CH:4][C:5]([NH:8][NH:9][C:10]([N:12]2[C@H:17]([CH3:18])[CH2:16][CH2:15][CH2:14][C@@H:13]2[CH3:19])=O)=[N:6][CH:7]=1.N1C=CC=CC=1.O=P(Cl)(Cl)Cl.C([O-])(O)=O.[Na+].C. (7) Given the product [Cl:8][C:9]1[CH:10]=[CH:11][C:12]([C:15]2[S:16][CH:17]=[C:18]([CH2:20][S:21][C:22]3[N:23]=[C:24]([O:38][CH2:2][C:3]([O:5][CH2:6][CH3:7])=[O:4])[C:25]([C:36]#[N:37])=[C:26]([N:30]4[CH2:31][CH2:32][CH2:33][CH2:34][CH2:35]4)[C:27]=3[C:28]#[N:29])[N:19]=2)=[CH:13][CH:14]=1, predict the reactants needed to synthesize it. The reactants are: I[CH2:2][C:3]([O:5][CH2:6][CH3:7])=[O:4].[Cl:8][C:9]1[CH:14]=[CH:13][C:12]([C:15]2[S:16][CH:17]=[C:18]([CH2:20][S:21][C:22]3[C:27]([C:28]#[N:29])=[C:26]([N:30]4[CH2:35][CH2:34][CH2:33][CH2:32][CH2:31]4)[C:25]([C:36]#[N:37])=[C:24]([OH:38])[N:23]=3)[N:19]=2)=[CH:11][CH:10]=1.